Dataset: Forward reaction prediction with 1.9M reactions from USPTO patents (1976-2016). Task: Predict the product of the given reaction. (1) Given the reactants Br[CH2:2][CH2:3][CH2:4][C:5]([O:7][CH2:8][C:9]1[CH:14]=[CH:13][CH:12]=[CH:11][CH:10]=1)=[O:6].[C:15]([NH:22][CH2:23][C:24](=[O:30])[CH2:25][CH2:26][C:27]([O-:29])=[O:28])([O:17][C:18]([CH3:21])([CH3:20])[CH3:19])=[O:16].C(N(CC)CC)C, predict the reaction product. The product is: [C:15]([NH:22][CH2:23][C:24](=[O:30])[CH2:25][CH2:26][C:27]([O:29][CH2:2][CH2:3][CH2:4][C:5]([O:7][CH2:8][C:9]1[CH:14]=[CH:13][CH:12]=[CH:11][CH:10]=1)=[O:6])=[O:28])([O:17][C:18]([CH3:21])([CH3:20])[CH3:19])=[O:16]. (2) Given the reactants [CH:1]1([CH2:4][N:5]([CH2:15][CH2:16][CH3:17])[C:6]2[N:11]=[CH:10][N:9]=[C:8]([C:12]([OH:14])=O)[CH:7]=2)[CH2:3][CH2:2]1.C(N(C(C)C)CC)(C)C.ClC(OC)=O.[N:32]1([CH2:37][C:38]2[CH:44]=[CH:43][C:41]([NH2:42])=[CH:40][CH:39]=2)[CH:36]=[CH:35][N:34]=[CH:33]1, predict the reaction product. The product is: [CH:1]1([CH2:4][N:5]([CH2:15][CH2:16][CH3:17])[C:6]2[N:11]=[CH:10][N:9]=[C:8]([C:12]([NH:42][C:41]3[CH:40]=[CH:39][C:38]([CH2:37][N:32]4[CH:36]=[CH:35][N:34]=[CH:33]4)=[CH:44][CH:43]=3)=[O:14])[CH:7]=2)[CH2:2][CH2:3]1. (3) The product is: [ClH:17].[Br:1][C:2]1[CH:3]=[C:4]([CH:7]=[C:8]([O:12][CH3:13])[C:9]=1[O:10][CH3:11])[CH2:5][C:23]1[C:32]2[C:27](=[C:28]([OH:36])[C:29]([O:33][CH2:34][CH3:35])=[CH:30][CH:31]=2)[CH:26]=[N:25][CH:24]=1. Given the reactants [Br:1][C:2]1[CH:3]=[C:4]([CH:7]=[C:8]([O:12][CH3:13])[C:9]=1[O:10][CH3:11])[CH:5]=O.CCO.[ClH:17].CO.C(O[CH:23](OCC)[CH2:24][NH:25][CH2:26][C:27]1[CH:32]=[CH:31][CH:30]=[C:29]([O:33][CH2:34][CH3:35])[C:28]=1[OH:36])C, predict the reaction product. (4) The product is: [C:16]1([C:19]2[CH:20]=[CH:21][CH:22]=[CH:23][CH:24]=2)[CH:17]=[CH:18][C:13]([NH:12][C:11]([C:8]2([C:6]([OH:7])=[O:5])[CH2:10][CH2:9]2)=[O:25])=[CH:14][CH:15]=1. Given the reactants O[Li].O.C[O:5][C:6]([C:8]1([C:11](=[O:25])[NH:12][C:13]2[CH:18]=[CH:17][C:16]([C:19]3[CH:24]=[CH:23][CH:22]=[CH:21][CH:20]=3)=[CH:15][CH:14]=2)[CH2:10][CH2:9]1)=[O:7], predict the reaction product. (5) Given the reactants Br[C:2]1[NH:22][C:5]2=[N:6][CH:7]=[C:8]([CH2:10][CH2:11][C:12]3[CH:17]=[C:16]([O:18][CH3:19])[CH:15]=[C:14]([O:20][CH3:21])[CH:13]=3)[N:9]=[C:4]2[CH:3]=1.[CH3:23][N:24]([CH3:37])[C:25]([C:27]1[CH:28]=[C:29](B(O)O)[CH:30]=[CH:31][C:32]=1[F:33])=[O:26], predict the reaction product. The product is: [CH3:21][O:20][C:14]1[CH:13]=[C:12]([CH:17]=[C:16]([O:18][CH3:19])[CH:15]=1)[CH2:11][CH2:10][C:8]1[N:9]=[C:4]2[CH:3]=[C:2]([C:29]3[CH:30]=[CH:31][C:32]([F:33])=[C:27]([CH:28]=3)[C:25]([N:24]([CH3:37])[CH3:23])=[O:26])[NH:22][C:5]2=[N:6][CH:7]=1. (6) Given the reactants [Cl:1][C:2]1[CH:3]=[C:4]([CH2:9][C@H:10]([CH3:33])[C:11]([NH:13][CH:14]2[C:20](=[O:21])[NH:19][C:18]3[CH:22]=[CH:23][C:24]([Cl:26])=[CH:25][C:17]=3[C:16]([C:27]3[CH:32]=[CH:31][CH:30]=[CH:29][CH:28]=3)=[N:15]2)=[O:12])[CH:5]=[CH:6][C:7]=1[Cl:8].[CH3:34]I, predict the reaction product. The product is: [Cl:1][C:2]1[CH:3]=[C:4]([CH2:9][C@H:10]([CH3:33])[C:11]([NH:13][CH:14]2[C:20](=[O:21])[N:19]([CH3:34])[C:18]3[CH:22]=[CH:23][C:24]([Cl:26])=[CH:25][C:17]=3[C:16]([C:27]3[CH:32]=[CH:31][CH:30]=[CH:29][CH:28]=3)=[N:15]2)=[O:12])[CH:5]=[CH:6][C:7]=1[Cl:8]. (7) Given the reactants Cl[C:2]1[N:7]=[C:6]([NH:8][C:9]2[CH:13]=[C:12]([CH3:14])[N:11]([CH:15]3[CH2:20][CH2:19][CH2:18][CH2:17][O:16]3)[N:10]=2)[C:5]([Cl:21])=[CH:4][N:3]=1.[NH2:22][C:23]1[N:28]=[CH:27][C:26]([CH:29]2[CH2:34][CH2:33][N:32]([C:35]([O:37][C:38]([CH3:41])([CH3:40])[CH3:39])=[O:36])[CH2:31][CH2:30]2)=[C:25]([CH3:42])[CH:24]=1.CC1(C)C2C(=C(P(C3C=CC=CC=3)C3C=CC=CC=3)C=CC=2)OC2C(P(C3C=CC=CC=3)C3C=CC=CC=3)=CC=CC1=2.C(=O)([O-])[O-].[Cs+].[Cs+], predict the reaction product. The product is: [Cl:21][C:5]1[C:6]([NH:8][C:9]2[CH:13]=[C:12]([CH3:14])[N:11]([CH:15]3[CH2:20][CH2:19][CH2:18][CH2:17][O:16]3)[N:10]=2)=[N:7][C:2]([NH:22][C:23]2[N:28]=[CH:27][C:26]([CH:29]3[CH2:34][CH2:33][N:32]([C:35]([O:37][C:38]([CH3:40])([CH3:39])[CH3:41])=[O:36])[CH2:31][CH2:30]3)=[C:25]([CH3:42])[CH:24]=2)=[N:3][CH:4]=1.